Predict the product of the given reaction. From a dataset of Forward reaction prediction with 1.9M reactions from USPTO patents (1976-2016). Given the reactants [NH:1]1[C@@H:14]2[C@@H:5]([CH2:6][CH2:7][C:8]3[C:13]2=[N:12][CH:11]=[CH:10][CH:9]=3)[CH2:4][CH2:3][CH2:2]1.C(=O)([O-])[O-].[K+].[K+].Cl[CH2:22][C:23]1[N:24]=[C:25]2[CH:30]=[CH:29][CH:28]=[C:27]([F:31])[N:26]2[CH:32]=1.[I-].[K+], predict the reaction product. The product is: [F:31][C:27]1[N:26]2[CH:32]=[C:23]([CH2:22][N:12]3[C@@H:13]4[C@@H:8]([CH2:7][CH2:6][C:5]5[C:14]4=[N:1][CH:2]=[CH:3][CH:4]=5)[CH2:9][CH2:10][CH2:11]3)[N:24]=[C:25]2[CH:30]=[CH:29][CH:28]=1.